From a dataset of TCR-epitope binding with 47,182 pairs between 192 epitopes and 23,139 TCRs. Binary Classification. Given a T-cell receptor sequence (or CDR3 region) and an epitope sequence, predict whether binding occurs between them. (1) The epitope is FPPTSFGPL. The TCR CDR3 sequence is CASSALIGAPQDTQYF. Result: 1 (the TCR binds to the epitope). (2) The epitope is AVFDRKSDAK. The TCR CDR3 sequence is CASSPDYLAGGHFNTGELFF. Result: 1 (the TCR binds to the epitope). (3) The epitope is FLPRVFSAV. The TCR CDR3 sequence is CASSKVCGTSGADTQYF. Result: 1 (the TCR binds to the epitope). (4) The epitope is PROT_97E67BCC. The TCR CDR3 sequence is CASSETATGLRYTF. Result: 1 (the TCR binds to the epitope). (5) The epitope is TSDLATNNLVVMAY. The TCR CDR3 sequence is CSVEWLNNEQFF. Result: 0 (the TCR does not bind to the epitope). (6) The epitope is LEPLVDLPI. Result: 1 (the TCR binds to the epitope). The TCR CDR3 sequence is CASSLDRATPSSGANVLTF. (7) The epitope is ITEEVGHTDLMAAY. The TCR CDR3 sequence is CASSPGTFHNEQFF. Result: 0 (the TCR does not bind to the epitope). (8) The epitope is KRWIIMGLNK. The TCR CDR3 sequence is CASSASGSRVETQYF. Result: 0 (the TCR does not bind to the epitope). (9) The epitope is YFPLQSYGF. The TCR CDR3 sequence is CASSAGGEETQYF. Result: 1 (the TCR binds to the epitope).